Dataset: Peptide-MHC class I binding affinity with 185,985 pairs from IEDB/IMGT. Task: Regression. Given a peptide amino acid sequence and an MHC pseudo amino acid sequence, predict their binding affinity value. This is MHC class I binding data. (1) The peptide sequence is MYQYIFLSF. The MHC is HLA-B08:01 with pseudo-sequence HLA-B08:01. The binding affinity (normalized) is 0.0847. (2) The peptide sequence is ARYGIFLPF. The MHC is HLA-A02:01 with pseudo-sequence HLA-A02:01. The binding affinity (normalized) is 0.0847. (3) The peptide sequence is LPTASEGLI. The MHC is Mamu-B17 with pseudo-sequence Mamu-B17. The binding affinity (normalized) is 0.448. (4) The peptide sequence is FPIQDFPII. The MHC is HLA-C04:01 with pseudo-sequence HLA-C04:01. The binding affinity (normalized) is 0.213. (5) The peptide sequence is RPSTRNFFEL. The MHC is HLA-B51:01 with pseudo-sequence HLA-B51:01. The binding affinity (normalized) is 0.